This data is from Forward reaction prediction with 1.9M reactions from USPTO patents (1976-2016). The task is: Predict the product of the given reaction. (1) Given the reactants [Cl:1][C:2]1[CH:27]=[C:26]([OH:28])[CH:25]=[CH:24][C:3]=1[CH2:4][N:5]1[C:9]2[CH:10]=[C:11]([O:15][CH2:16][CH2:17][CH2:18][C:19]([O:21][CH3:22])=[O:20])[CH:12]=[C:13]([CH3:14])[C:8]=2[N:7]=[C:6]1[CH3:23].[C:29]([O-])([O-])=O.[K+].[K+].IC, predict the reaction product. The product is: [Cl:1][C:2]1[CH:27]=[C:26]([O:28][CH3:29])[CH:25]=[CH:24][C:3]=1[CH2:4][N:5]1[C:9]2[CH:10]=[C:11]([O:15][CH2:16][CH2:17][CH2:18][C:19]([O:21][CH3:22])=[O:20])[CH:12]=[C:13]([CH3:14])[C:8]=2[N:7]=[C:6]1[CH3:23]. (2) Given the reactants [CH:1]1([N:5]2[CH2:11][CH2:10][CH2:9][N:8]([C:12]([N:14]3[CH2:17][CH:16]([OH:18])[CH2:15]3)=[O:13])[CH2:7][CH2:6]2)[CH2:4][CH2:3][CH2:2]1.[H-].[Na+].Cl[C:22]1[N:27]=[CH:26][C:25](F)=[CH:24][N:23]=1.[CH3:29][OH:30], predict the reaction product. The product is: [CH:1]1([N:5]2[CH2:11][CH2:10][CH2:9][N:8]([C:12]([N:14]3[CH2:15][CH:16]([O:18][C:22]4[N:27]=[CH:26][C:25]([O:30][CH3:29])=[CH:24][N:23]=4)[CH2:17]3)=[O:13])[CH2:7][CH2:6]2)[CH2:4][CH2:3][CH2:2]1. (3) Given the reactants [CH3:1][C@@H:2]1[CH2:14][NH:13][CH2:12][C@@H:11]2[N:3]1[C:4]1[N:5]=[C:6]3[CH2:17][O:16][CH2:15][C:7]3=[CH:8][C:9]=1[CH2:10]2.[C:18]([O:22][C:23](O[C:23]([O:22][C:18]([CH3:21])([CH3:20])[CH3:19])=[O:24])=[O:24])([CH3:21])([CH3:20])[CH3:19], predict the reaction product. The product is: [C:18]([O:22][C:23]([N:13]1[CH2:12][C@@H:11]2[N:3]([C:4]3[N:5]=[C:6]4[CH2:17][O:16][CH2:15][C:7]4=[CH:8][C:9]=3[CH2:10]2)[C@H:2]([CH3:1])[CH2:14]1)=[O:24])([CH3:21])([CH3:20])[CH3:19]. (4) Given the reactants [Li:1]CCCC.[CH3:6][Si:7]([NH:10][Si:11]([CH3:14])([CH3:13])[CH3:12])([CH3:9])[CH3:8].OC1C(OC)=C(C(=O)C)C(O)=CC=1OC.COC1C=CC(C(Cl)=O)=CC=1.Cl.OS(O)(=O)=O.[Li+].[OH-], predict the reaction product. The product is: [Li+:1].[CH3:6][Si:7]([N-:10][Si:11]([CH3:14])([CH3:13])[CH3:12])([CH3:9])[CH3:8].